This data is from HIV replication inhibition screening data with 41,000+ compounds from the AIDS Antiviral Screen. The task is: Binary Classification. Given a drug SMILES string, predict its activity (active/inactive) in a high-throughput screening assay against a specified biological target. (1) The compound is O=C1C2c3[nH]c4ccccc4c3C3CCCCCC3C2C(=O)N1c1ccccc1. The result is 0 (inactive). (2) The drug is CSC1=N[N+]2=CC(c3ccccc3)=[N+]3N=C(NCC(=O)O)[SH+][Ni-2]23[SH+]1. The result is 0 (inactive). (3) The drug is O=C1CC2Sc3ccccc3N=C2N1c1ccc(Cl)cc1Cl. The result is 0 (inactive).